This data is from Full USPTO retrosynthesis dataset with 1.9M reactions from patents (1976-2016). The task is: Predict the reactants needed to synthesize the given product. (1) Given the product [O:28]=[C:3]1[CH2:2][C:5]2([CH2:6][CH2:7][N:8]([C:11]([O:13][CH2:14][CH:15]3[C:16]4[CH:17]=[CH:18][CH:19]=[CH:20][C:21]=4[C:22]4[C:27]3=[CH:26][CH:25]=[CH:24][CH:23]=4)=[O:12])[CH2:9][CH2:10]2)[CH2:4]1, predict the reactants needed to synthesize it. The reactants are: Cl[C:2]1(Cl)[C:5]2([CH2:10][CH2:9][N:8]([C:11]([O:13][CH2:14][CH:15]3[C:27]4[CH:26]=[CH:25][CH:24]=[CH:23][C:22]=4[C:21]4[C:16]3=[CH:17][CH:18]=[CH:19][CH:20]=4)=[O:12])[CH2:7][CH2:6]2)[CH2:4][C:3]1=[O:28].[Cl-].[NH4+]. (2) Given the product [CH3:47][C:44]1[CH:43]=[CH:42][C:41]([C:39]2[O:40][C:2]([NH:1][C:4]3[CH:5]=[CH:6][CH:7]=[C:8]4[C:13]=3[CH2:12][CH:11]([NH:14][S:15]([CH3:18])(=[O:17])=[O:16])[CH2:10][CH2:9]4)=[N:35][CH:38]=2)=[CH:46][CH:45]=1, predict the reactants needed to synthesize it. The reactants are: [N:1]([C:4]1[CH:5]=[CH:6][CH:7]=[C:8]2[C:13]=1[CH2:12][CH:11]([NH:14][S:15]([CH3:18])(=[O:17])=[O:16])[CH2:10][CH2:9]2)=[C:2]=S.C(OC1CC2C(CC=1)=CC=CC=2N=C=S)C.[N:35]([CH2:38][C:39]([C:41]1[CH:46]=[CH:45][C:44]([CH3:47])=[CH:43][CH:42]=1)=[O:40])=[N+]=[N-].N(CC(C1C=CC(C(F)(F)F)=CC=1)=O)=[N+]=[N-]. (3) Given the product [F:1][C:2]1[CH:3]=[C:4]([C@H:13]2[CH2:18][C@@H:17]([C:19]3[O:26][NH:33][C:21](=[O:22])[CH:20]=3)[CH2:16][CH2:15][N:14]2[C:27]([O:29][CH3:30])=[O:28])[CH:5]=[C:6]([F:12])[C:7]=1[C:8]([F:10])([F:9])[F:11], predict the reactants needed to synthesize it. The reactants are: [F:1][C:2]1[CH:3]=[C:4]([C@H:13]2[CH2:18][C@@H:17]([C:19](=[O:26])[CH2:20][C:21](OCC)=[O:22])[CH2:16][CH2:15][N:14]2[C:27]([O:29][CH3:30])=[O:28])[CH:5]=[C:6]([F:12])[C:7]=1[C:8]([F:11])([F:10])[F:9].[OH-].[Na+].[NH2:33]O.Cl.